From a dataset of Full USPTO retrosynthesis dataset with 1.9M reactions from patents (1976-2016). Predict the reactants needed to synthesize the given product. (1) Given the product [CH2:25]([N:5]([CH2:1][CH2:2][CH2:3][CH3:4])[C:6]1[CH:11]=[CH:10][C:9]([CH:12]=[CH:13][C:14]2[S:18][C:17]([CH:19]=[CH:20][CH:21]=[CH:36][C:35]3[C:34]([C:41]4[CH:46]=[CH:45][CH:44]=[CH:43][CH:42]=4)([C:37]([F:40])([F:38])[F:39])[O:33][C:32](=[C:47]([C:50]#[N:51])[C:48]#[N:49])[C:31]=3[C:29]#[N:30])=[CH:16][CH:15]=2)=[C:8]([O:23][CH3:24])[CH:7]=1)[CH2:26][CH2:27][CH3:28], predict the reactants needed to synthesize it. The reactants are: [CH2:1]([N:5]([CH2:25][CH2:26][CH2:27][CH3:28])[C:6]1[CH:11]=[CH:10][C:9]([CH:12]=[CH:13][C:14]2[S:18][C:17]([CH:19]=[CH:20][CH:21]=O)=[CH:16][CH:15]=2)=[C:8]([O:23][CH3:24])[CH:7]=1)[CH2:2][CH2:3][CH3:4].[C:29]([C:31]1[C:32](=[C:47]([C:50]#[N:51])[C:48]#[N:49])[O:33][C:34]([C:41]2[CH:46]=[CH:45][CH:44]=[CH:43][CH:42]=2)([C:37]([F:40])([F:39])[F:38])[C:35]=1[CH3:36])#[N:30]. (2) Given the product [OH:13][C:14]1[C:15](=[O:17])[N:38]([CH2:37][CH2:36][CH2:35][C:29]2[CH:34]=[CH:33][CH:32]=[CH:31][CH:30]=2)[CH:1]([C:3]2[CH:12]=[CH:11][C:6]([C:7]([O:9][CH3:10])=[O:8])=[CH:5][CH:4]=2)[C:20]=1[C:21](=[O:28])[C:22]1[CH:27]=[CH:26][CH:25]=[N:24][CH:23]=1, predict the reactants needed to synthesize it. The reactants are: [CH:1]([C:3]1[CH:12]=[CH:11][C:6]([C:7]([O:9][CH3:10])=[O:8])=[CH:5][CH:4]=1)=O.[OH:13]/[C:14](=[CH:20]\[C:21](=[O:28])[C:22]1[CH:23]=[N:24][CH:25]=[CH:26][CH:27]=1)/[C:15]([O:17]CC)=O.[C:29]1([CH2:35][CH2:36][CH2:37][NH2:38])[CH:34]=[CH:33][CH:32]=[CH:31][CH:30]=1.